From a dataset of Full USPTO retrosynthesis dataset with 1.9M reactions from patents (1976-2016). Predict the reactants needed to synthesize the given product. Given the product [Br:62][C:63]1[CH:64]=[C:65]([CH2:70][N:20]([CH2:19][C:10]2[C:11]([NH:12][CH:13]3[CH2:14][CH2:15][O:16][CH2:17][CH2:18]3)=[C:6]3[CH:5]=[N:4][N:3]([CH2:1][CH3:2])[C:7]3=[N:8][C:9]=2[CH2:29][CH3:30])[C:21]([C:23]2([C:26]([NH2:32])=[O:28])[CH2:25][CH2:24]2)=[O:22])[CH:66]=[CH:67][C:68]=1[CH3:69], predict the reactants needed to synthesize it. The reactants are: [CH2:1]([N:3]1[C:7]2=[N:8][C:9]([CH2:29][CH3:30])=[C:10]([CH2:19][NH:20][C:21]([C:23]3([C:26]([OH:28])=O)[CH2:25][CH2:24]3)=[O:22])[C:11]([NH:12][CH:13]3[CH2:18][CH2:17][O:16][CH2:15][CH2:14]3)=[C:6]2[CH:5]=[N:4]1)[CH3:2].C[N:32](C(ON1N=NC2C=CC=CC1=2)=[N+](C)C)C.F[P-](F)(F)(F)(F)F.CCN(CC)CC.[Br:62][C:63]1[CH:64]=[C:65]([CH2:70]N)[CH:66]=[CH:67][C:68]=1[CH3:69].